Dataset: NCI-60 drug combinations with 297,098 pairs across 59 cell lines. Task: Regression. Given two drug SMILES strings and cell line genomic features, predict the synergy score measuring deviation from expected non-interaction effect. (1) Drug 1: C1=CC(=CC=C1C#N)C(C2=CC=C(C=C2)C#N)N3C=NC=N3. Drug 2: C1=CN(C(=O)N=C1N)C2C(C(C(O2)CO)O)O.Cl. Cell line: NCI-H460. Synergy scores: CSS=14.5, Synergy_ZIP=1.56, Synergy_Bliss=1.98, Synergy_Loewe=-19.9, Synergy_HSA=-0.296. (2) Cell line: M14. Drug 2: C1=CN(C(=O)N=C1N)C2C(C(C(O2)CO)O)O.Cl. Drug 1: CCC1=CC2CC(C3=C(CN(C2)C1)C4=CC=CC=C4N3)(C5=C(C=C6C(=C5)C78CCN9C7C(C=CC9)(C(C(C8N6C)(C(=O)OC)O)OC(=O)C)CC)OC)C(=O)OC.C(C(C(=O)O)O)(C(=O)O)O. Synergy scores: CSS=34.3, Synergy_ZIP=-2.83, Synergy_Bliss=-4.37, Synergy_Loewe=-13.0, Synergy_HSA=-2.76. (3) Drug 1: C1=C(C(=O)NC(=O)N1)F. Drug 2: CC1C(C(CC(O1)OC2CC(CC3=C2C(=C4C(=C3O)C(=O)C5=CC=CC=C5C4=O)O)(C(=O)C)O)N)O. Cell line: TK-10. Synergy scores: CSS=57.2, Synergy_ZIP=-1.47, Synergy_Bliss=-1.84, Synergy_Loewe=-5.71, Synergy_HSA=2.86. (4) Drug 1: CCC1(CC2CC(C3=C(CCN(C2)C1)C4=CC=CC=C4N3)(C5=C(C=C6C(=C5)C78CCN9C7C(C=CC9)(C(C(C8N6C=O)(C(=O)OC)O)OC(=O)C)CC)OC)C(=O)OC)O.OS(=O)(=O)O. Drug 2: CC1=C2C(C(=O)C3(C(CC4C(C3C(C(C2(C)C)(CC1OC(=O)C(C(C5=CC=CC=C5)NC(=O)C6=CC=CC=C6)O)O)OC(=O)C7=CC=CC=C7)(CO4)OC(=O)C)O)C)OC(=O)C. Cell line: U251. Synergy scores: CSS=16.9, Synergy_ZIP=-5.45, Synergy_Bliss=-6.13, Synergy_Loewe=-9.11, Synergy_HSA=-7.66. (5) Drug 1: CNC(=O)C1=CC=CC=C1SC2=CC3=C(C=C2)C(=NN3)C=CC4=CC=CC=N4. Drug 2: CC(CN1CC(=O)NC(=O)C1)N2CC(=O)NC(=O)C2. Cell line: IGROV1. Synergy scores: CSS=15.4, Synergy_ZIP=-4.46, Synergy_Bliss=-1.29, Synergy_Loewe=-1.32, Synergy_HSA=-1.19.